From a dataset of Reaction yield outcomes from USPTO patents with 853,638 reactions. Predict the reaction yield, written as a fraction of the theoretical maximum amount of product (1.0 means a 100% yield; for example, 0.34 means a 34% yield). (1) The reactants are [Br:1][C:2]1[CH:3]=[CH:4][C:5]2[O:14][CH2:13][CH2:12][C:11]3[C:7](=[N:8][NH:9][CH:10]=3)[C:6]=2[CH:15]=1.Cl[C:17]1[N:21]([CH:22]([CH3:24])[CH3:23])[N:20]=[CH:19][N:18]=1. No catalyst specified. The product is [Br:1][C:2]1[CH:3]=[CH:4][C:5]2[O:14][CH2:13][CH2:12][C:11]3[C:7](=[N:8][N:9]([C:17]4[N:21]([CH:22]([CH3:24])[CH3:23])[N:20]=[CH:19][N:18]=4)[CH:10]=3)[C:6]=2[CH:15]=1. The yield is 0.590. (2) The reactants are CS(C)=O.[CH3:5][C:6]1([CH3:24])[CH2:10][C:9]2[C:11]([CH3:23])=[C:12]([N:17]3[CH2:22][CH2:21][NH:20][CH2:19][CH2:18]3)[C:13]([CH3:16])=[C:14]([CH3:15])[C:8]=2[O:7]1.Br[C:26]1[N:31]=[CH:30][CH:29]=[CH:28][N:27]=1.C(N(C(C)C)CC)(C)C. The catalyst is C(OCC)(=O)C. The product is [CH3:5][C:6]1([CH3:24])[CH2:10][C:9]2[C:11]([CH3:23])=[C:12]([N:17]3[CH2:18][CH2:19][N:20]([C:26]4[N:31]=[CH:30][CH:29]=[CH:28][N:27]=4)[CH2:21][CH2:22]3)[C:13]([CH3:16])=[C:14]([CH3:15])[C:8]=2[O:7]1. The yield is 0.420. (3) The reactants are [C:1]([C:3](=[C:7](OCC)[CH2:8][CH3:9])[C:4]([NH2:6])=[O:5])#[N:2].[Cl:13][C:14]1[CH:19]=[C:18]([Cl:20])[CH:17]=[C:16]([Cl:21])[C:15]=1[NH:22][NH2:23].O. The catalyst is CO. The product is [NH2:2][C:1]1[N:22]([C:15]2[C:14]([Cl:13])=[CH:19][C:18]([Cl:20])=[CH:17][C:16]=2[Cl:21])[N:23]=[C:7]([CH2:8][CH3:9])[C:3]=1[C:4]([NH2:6])=[O:5]. The yield is 0.820. (4) The reactants are [Br:1][C:2]1[CH:21]=[CH:20][C:5]([NH:6][C:7]2[C:16]3[C:11](=[CH:12][C:13]([OH:19])=[C:14]([O:17][CH3:18])[CH:15]=3)[N:10]=[CH:9][N:8]=2)=[C:4]([F:22])[CH:3]=1.Br[CH2:24][CH2:25][CH2:26][Cl:27].C(=O)([O-])[O-].[K+].[K+]. The catalyst is CN(C=O)C.O. The product is [Br:1][C:2]1[CH:21]=[CH:20][C:5]([NH:6][C:7]2[C:16]3[C:11](=[CH:12][C:13]([O:19][CH2:24][CH2:25][CH2:26][Cl:27])=[C:14]([O:17][CH3:18])[CH:15]=3)[N:10]=[CH:9][N:8]=2)=[C:4]([F:22])[CH:3]=1. The yield is 0.340. (5) The reactants are [CH3:1][C:2]1[N:7]2[N:8]=[C:9]([CH:11]=[CH:12][C:13]3[N:17]([CH2:18][C:19]([F:22])([F:21])[F:20])[N:16]=[C:15]([N:23]4[CH2:27][CH2:26][CH2:25][CH2:24]4)[N:14]=3)[N:10]=[C:6]2[C:5]([CH3:28])=[N:4][CH:3]=1. The catalyst is C(OCC)(=O)C.CO. The product is [CH3:1][C:2]1[N:7]2[N:8]=[C:9]([CH2:11][CH2:12][C:13]3[N:17]([CH2:18][C:19]([F:21])([F:20])[F:22])[N:16]=[C:15]([N:23]4[CH2:27][CH2:26][CH2:25][CH2:24]4)[N:14]=3)[N:10]=[C:6]2[C:5]([CH3:28])=[N:4][CH:3]=1. The yield is 0.524. (6) The reactants are Cl[CH2:2][CH2:3][CH2:4][N:5]1[C:10](=[O:11])[C:9]2[CH:12]=[CH:13][CH:14]=[CH:15][C:8]=2[N:7]=[N:6]1.[NH:16]1[CH2:21][CH:20]=[C:19]([C:22]2[C:30]3[C:25](=[CH:26][CH:27]=[CH:28][CH:29]=3)[NH:24][CH:23]=2)[CH2:18][CH2:17]1. No catalyst specified. The product is [NH:24]1[C:25]2[C:30](=[CH:29][CH:28]=[CH:27][CH:26]=2)[C:22]([C:19]2[CH2:20][CH2:21][N:16]([CH2:2][CH2:3][CH2:4][N:5]3[C:10](=[O:11])[C:9]4[CH:12]=[CH:13][CH:14]=[CH:15][C:8]=4[N:7]=[N:6]3)[CH2:17][CH:18]=2)=[CH:23]1. The yield is 0.790. (7) The reactants are Br[CH2:2][C:3]([C:5]1[C:13]2[C:8](=[N:9][CH:10]=[C:11]([F:14])[CH:12]=2)[NH:7][CH:6]=1)=O.[NH2:15][C:16]([NH2:18])=[S:17].O.[NH4+].[OH-]. The catalyst is C(O)C. The product is [F:14][C:11]1[CH:12]=[C:13]2[C:5]([C:3]3[N:15]=[C:16]([NH2:18])[S:17][CH:2]=3)=[CH:6][NH:7][C:8]2=[N:9][CH:10]=1. The yield is 0.750. (8) The reactants are [CH3:1][N:2]1[C:6]([CH2:7]O)=[CH:5][C:4]([N+:9]([O-:11])=[O:10])=[N:3]1.P(Br)(Br)[Br:13]. The catalyst is C(Cl)(Cl)Cl. The product is [Br:13][CH2:7][C:6]1[N:2]([CH3:1])[N:3]=[C:4]([N+:9]([O-:11])=[O:10])[CH:5]=1. The yield is 0.870. (9) The reactants are Br[C:2]1[CH:7]=[CH:6][C:5]([C@@H:8]2[O:13][CH2:12][CH2:11][N:10]([C@@H:14]([C:16]3[CH:21]=[CH:20][CH:19]=[CH:18][CH:17]=3)[CH3:15])[CH2:9]2)=[CH:4][CH:3]=1.C(=[NH:35])(C1C=CC=CC=1)C1C=CC=CC=1.CC(C)([O-])C.[Na+]. The catalyst is C1(C)C=CC=CC=1.C1C=CC(/C=C/C(/C=C/C2C=CC=CC=2)=O)=CC=1.C1C=CC(/C=C/C(/C=C/C2C=CC=CC=2)=O)=CC=1.C1C=CC(/C=C/C(/C=C/C2C=CC=CC=2)=O)=CC=1.C(Cl)(Cl)Cl.[Pd].[Pd].C(P(C(C)(C)C)C1C=CC=CC=1C1C=CC=CC=1)(C)(C)C. The product is [NH2:35][C:2]1[CH:7]=[CH:6][C:5]([C@@H:8]2[O:13][CH2:12][CH2:11][N:10]([C@@H:14]([C:16]3[CH:21]=[CH:20][CH:19]=[CH:18][CH:17]=3)[CH3:15])[CH2:9]2)=[CH:4][CH:3]=1. The yield is 0.960.